Dataset: Full USPTO retrosynthesis dataset with 1.9M reactions from patents (1976-2016). Task: Predict the reactants needed to synthesize the given product. (1) The reactants are: [F:1][C:2]([F:13])([F:12])[C:3]1[CH:11]=[CH:10][CH:9]=[CH:8][C:4]=1[C:5](Cl)=[O:6].[CH2:14]([NH:21][C:22]([C:24]1[S:28][C:27]([NH2:29])=[N:26][C:25]=1[CH3:30])=[O:23])[C:15]1[CH:20]=[CH:19][CH:18]=[CH:17][CH:16]=1. Given the product [CH2:14]([NH:21][C:22]([C:24]1[S:28][C:27]([NH:29][C:5](=[O:6])[C:4]2[CH:8]=[CH:9][CH:10]=[CH:11][C:3]=2[C:2]([F:13])([F:12])[F:1])=[N:26][C:25]=1[CH3:30])=[O:23])[C:15]1[CH:20]=[CH:19][CH:18]=[CH:17][CH:16]=1, predict the reactants needed to synthesize it. (2) Given the product [CH3:19][C:20]1[C:21]([CH2:30][CH2:31][N:8]2[CH2:7][CH2:6][C:5]3([CH2:1][N:2]([C:11]4[CH:18]=[CH:17][C:14]([C:15]#[N:16])=[CH:13][N:12]=4)[CH2:3][CH2:4]3)[CH2:10][CH2:9]2)=[CH:22][CH:23]=[C:24]2[C:28]=1[CH2:27][O:26][C:25]2=[O:29], predict the reactants needed to synthesize it. The reactants are: [CH2:1]1[C:5]2([CH2:10][CH2:9][NH:8][CH2:7][CH2:6]2)[CH2:4][CH2:3][N:2]1[C:11]1[CH:18]=[CH:17][C:14]([C:15]#[N:16])=[CH:13][N:12]=1.[CH3:19][C:20]1[C:28]2[CH2:27][O:26][C:25](=[O:29])[C:24]=2[CH:23]=[CH:22][C:21]=1[CH2:30][CH:31]=O.C(O[BH-](OC(=O)C)OC(=O)C)(=O)C.[Na+]. (3) Given the product [CH2:13]([C:17]1[N:18]=[C:19]([CH3:40])[N:20]([CH3:39])[C:21](=[O:38])[C:22]=1[CH2:23][C:24]1[CH:29]=[CH:28][C:27]([C:30]2[CH:35]=[CH:34][CH:33]=[CH:32][C:31]=2[C:36]2[NH:3][C:4](=[O:7])[O:5][N:37]=2)=[CH:26][CH:25]=1)[CH2:14][CH2:15][CH3:16], predict the reactants needed to synthesize it. The reactants are: [Cl-].O[NH3+:3].[C:4](=[O:7])([O-])[OH:5].[Na+].CS(C)=O.[CH2:13]([C:17]1[N:18]=[C:19]([CH3:40])[N:20]([CH3:39])[C:21](=[O:38])[C:22]=1[CH2:23][C:24]1[CH:29]=[CH:28][C:27]([C:30]2[C:31]([C:36]#[N:37])=[CH:32][CH:33]=[CH:34][CH:35]=2)=[CH:26][CH:25]=1)[CH2:14][CH2:15][CH3:16]. (4) Given the product [CH2:20]([O:19][C:16]1[N:17]=[C:18]2[C:13](=[CH:14][CH:15]=1)[NH:12][CH:11]=[C:5]([C:6]([O:8][CH2:9][CH3:10])=[O:7])[C:4]2=[O:22])[CH3:21], predict the reactants needed to synthesize it. The reactants are: C(O[C:4](=[O:22])[C:5](=[CH:11][NH:12][C:13]1[CH:14]=[CH:15][C:16]([O:19][CH2:20][CH3:21])=[N:17][CH:18]=1)[C:6]([O:8][CH2:9][CH3:10])=[O:7])C. (5) Given the product [CH2:9]([N:11]([CH2:12][CH3:13])[C:6]([C:3]1[CH:4]=[CH:5][S:1][CH:2]=1)=[O:7])[CH3:10], predict the reactants needed to synthesize it. The reactants are: [S:1]1[CH:5]=[CH:4][C:3]([C:6](Cl)=[O:7])=[CH:2]1.[CH2:9]([NH:11][CH2:12][CH3:13])[CH3:10].